Predict the reactants needed to synthesize the given product. From a dataset of Full USPTO retrosynthesis dataset with 1.9M reactions from patents (1976-2016). (1) Given the product [Br:1][C:2]1[CH:3]=[CH:17][C:16]([OH:19])=[CH:15][C:7]=1[CH2:6][C:5]([OH:8])=[O:12], predict the reactants needed to synthesize it. The reactants are: [Br:1][C:2]1[CH:7]=[CH:6][C:5]([OH:8])=C[C:3]=1CC#N.[OH-:12].[K+].Cl.[CH3:15][C:16]([OH:19])(C)[CH3:17]. (2) Given the product [CH3:1][O:2][C:3]1[N:8]=[C:7]([N:9]2[CH2:10][CH2:11][O:12][CH2:13][CH2:14]2)[C:6]([NH2:15])=[CH:5][CH:4]=1, predict the reactants needed to synthesize it. The reactants are: [CH3:1][O:2][C:3]1[N:8]=[C:7]([N:9]2[CH2:14][CH2:13][O:12][CH2:11][CH2:10]2)[C:6]([N+:15]([O-])=O)=[CH:5][CH:4]=1.C1CCCCC=1. (3) Given the product [CH3:8][O:9][C:10]([C:12]1[N:13]([CH2:30][C:31]2[CH:32]=[CH:33][C:34]([C:37]([OH:39])=[O:38])=[CH:35][CH:36]=2)[C:14](=[O:29])[C:15]2[C:20]([C:21]=1[C:22]1[CH:23]=[CH:24][CH:25]=[CH:26][CH:27]=1)=[CH:19][C:18]([CH3:28])=[CH:17][CH:16]=2)=[O:11], predict the reactants needed to synthesize it. The reactants are: Cl.C(OCC)(=O)C.[CH3:8][O:9][C:10]([C:12]1[N:13]([CH2:30][C:31]2[CH:36]=[CH:35][C:34]([C:37]([O:39]C(C)(C)C)=[O:38])=[CH:33][CH:32]=2)[C:14](=[O:29])[C:15]2[C:20]([C:21]=1[C:22]1[CH:27]=[CH:26][CH:25]=[CH:24][CH:23]=1)=[CH:19][C:18]([CH3:28])=[CH:17][CH:16]=2)=[O:11]. (4) The reactants are: [CH3:1][C:2]1[CH:12]=[C:5]2[NH:6][C:7]([CH3:11])=[CH:8][C:9](=O)[N:4]2[N:3]=1.CN(C)C1C=CC=CC=1.P(Cl)(Cl)([Cl:24])=O.[OH-].[Na+]. Given the product [Cl:24][C:9]1[N:4]2[N:3]=[C:2]([CH3:1])[CH:12]=[C:5]2[N:6]=[C:7]([CH3:11])[CH:8]=1, predict the reactants needed to synthesize it. (5) Given the product [NH2:1][C:2]1[N:7]=[C:6]([C:8]2[O:9][CH:10]=[CH:11][CH:12]=2)[C:5]([C:13]#[N:14])=[C:4]([O:15][CH2:24][C:25]2[CH:34]=[CH:33][C:32]3[C:27](=[CH:28][CH:29]=[CH:30][CH:31]=3)[N:26]=2)[N:3]=1, predict the reactants needed to synthesize it. The reactants are: [NH2:1][C:2]1[NH:3][C:4](=[O:15])[C:5]([C:13]#[N:14])=[C:6]([C:8]2[O:9][CH:10]=[CH:11][CH:12]=2)[N:7]=1.C(=O)([O-])[O-].[Cs+].[Cs+].Cl.Cl[CH2:24][C:25]1[CH:34]=[CH:33][C:32]2[C:27](=[CH:28][CH:29]=[CH:30][CH:31]=2)[N:26]=1. (6) The reactants are: [NH:1]1[C:9]2[C:4](=[CH:5][C:6]([O:10][C:11]3[C:20]4[C:15](=[CH:16][C:17]([O:23][CH3:24])=[C:18]([O:21][CH3:22])[CH:19]=4)[N:14]=[CH:13][CH:12]=3)=[CH:7][CH:8]=2)[CH:3]=[CH:2]1.[H-].[Na+].[S:27]1[CH:31]=[CH:30][N:29]=[C:28]1[NH:32][C:33](=O)[O:34]C1C=CC=CC=1.O. Given the product [S:27]1[CH:31]=[CH:30][N:29]=[C:28]1[NH:32][C:33]([N:1]1[C:9]2[C:4](=[CH:5][C:6]([O:10][C:11]3[C:20]4[C:15](=[CH:16][C:17]([O:23][CH3:24])=[C:18]([O:21][CH3:22])[CH:19]=4)[N:14]=[CH:13][CH:12]=3)=[CH:7][CH:8]=2)[CH:3]=[CH:2]1)=[O:34], predict the reactants needed to synthesize it. (7) The reactants are: C(OC([N:8]1[CH2:44][CH2:43][C:11]2([O:15][C:14]([NH:16][C:17]3[CH:18]=[C:19]4[C:24](=[CH:25][CH:26]=3)[N:23]=[CH:22][N:21]=[C:20]4[NH:27][C:28]3[CH:33]=[CH:32][C:31]([O:34][C:35]4[CH:36]=[N:37][C:38]([CH3:41])=[CH:39][CH:40]=4)=[C:30]([CH3:42])[CH:29]=3)=[N:13][CH2:12]2)[CH2:10][CH2:9]1)=O)(C)(C)C.[C:45]([OH:51])([C:47](F)(F)F)=O.C(OC(=O)C)(=O)C. Given the product [CH3:42][C:30]1[CH:29]=[C:28]([NH:27][C:20]2[C:19]3[C:24](=[CH:25][CH:26]=[C:17]([NH:16][C:14]4[O:15][C:11]5([CH2:43][CH2:44][N:8]([C:45](=[O:51])[CH3:47])[CH2:9][CH2:10]5)[CH2:12][N:13]=4)[CH:18]=3)[N:23]=[CH:22][N:21]=2)[CH:33]=[CH:32][C:31]=1[O:34][C:35]1[CH:36]=[N:37][C:38]([CH3:41])=[CH:39][CH:40]=1, predict the reactants needed to synthesize it.